Predict which catalyst facilitates the given reaction. From a dataset of Catalyst prediction with 721,799 reactions and 888 catalyst types from USPTO. (1) Reactant: C(=O)([O-])[O-].[Na+].[Na+].FC(F)(F)S(O[C:13]1[CH:26]=[C:25]2[C:16]([O:17][C:18]3[CH:19]=[CH:20][C:21]([C:32]4[C:33]([F:38])=[N:34][CH:35]=[CH:36][CH:37]=4)=[CH:22][C:23]=3[C@:24]32[CH2:30][O:29][C:28]([NH2:31])=[N:27]3)=[C:15]([F:39])[CH:14]=1)(=O)=O.[O:42]1[CH2:47][CH2:46][CH:45]=[C:44](B2OC(C)(C)C(C)(C)O2)[CH2:43]1. Product: [O:42]1[CH2:47][CH2:46][CH:45]=[C:44]([C:13]2[CH:14]=[C:15]([F:39])[C:16]3[O:17][C:18]4[C:23](=[CH:22][C:21]([C:32]5[C:33]([F:38])=[N:34][CH:35]=[CH:36][CH:37]=5)=[CH:20][CH:19]=4)[C@@:24]4([CH2:30][O:29][C:28]([NH2:31])=[N:27]4)[C:25]=3[CH:26]=2)[CH2:43]1. The catalyst class is: 128. (2) The catalyst class is: 22. Product: [CH3:12][C:10]1[C:9](=[O:13])[NH:1][C:2]2[CH:3]=[N:4][CH:5]=[CH:6][C:7]=2[N:8]=1. Reactant: [NH2:1][C:2]1[CH:3]=[N:4][CH:5]=[CH:6][C:7]=1[NH2:8].[C:9](OCC)(=[O:13])[C:10]([CH3:12])=O. (3) Reactant: [NH2:1][C:2]1[CH:30]=[CH:29][C:5]2[NH:6][C:7]([C:12]3[C:13](=[O:28])[N:14]([CH2:23][CH2:24][CH:25]([CH3:27])[CH3:26])[C:15]4[C:20]([C:21]=3[OH:22])=[CH:19][CH:18]=[CH:17][N:16]=4)=[N:8][S:9](=[O:11])(=[O:10])[C:4]=2[CH:3]=1.Br[CH2:32][C:33]#[N:34].C(=O)([O-])[O-].[K+].[K+].C(O)(=O)C. Product: [OH:22][C:21]1[C:20]2[C:15](=[N:16][CH:17]=[CH:18][CH:19]=2)[N:14]([CH2:23][CH2:24][CH:25]([CH3:27])[CH3:26])[C:13](=[O:28])[C:12]=1[C:7]1[NH:6][C:5]2[CH:29]=[CH:30][C:2]([NH:1][CH2:32][C:33]#[N:34])=[CH:3][C:4]=2[S:9](=[O:11])(=[O:10])[N:8]=1. The catalyst class is: 35. (4) Reactant: CC(N=NC(C#N)(C)C)(C#N)C.C([SnH](CCCC)CCCC)CCC.[C:26]1([CH3:61])[C:27]([S:32]([N:35]2[CH2:45][C:44]3=[CH:46][CH:36]2[CH2:37][CH2:38][CH2:39][CH2:40][CH2:41][CH2:42][CH:43]3[CH:47](OC(=S)OC2C=CC=CC=2)[CH2:48][CH2:49][CH3:50])(=[O:34])=[O:33])=[CH:28][CH:29]=[CH:30][CH:31]=1. Product: [CH2:47]([CH:43]1[CH2:42][CH2:41][CH2:40][CH2:39][CH2:38][CH2:37][CH:36]2[CH:46]=[C:44]1[CH2:45][N:35]2[S:32]([C:27]1[C:26]([CH3:61])=[CH:31][CH:30]=[CH:29][CH:28]=1)(=[O:33])=[O:34])[CH2:48][CH2:49][CH3:50]. The catalyst class is: 11. (5) Product: [CH2:1]([O:3][C:4]1[C:8]([CH2:9][CH2:10][CH2:11][O:12][C:20]2[CH:25]=[CH:24][C:23]([CH2:26][CH2:27][C:28]([OH:30])=[O:29])=[CH:22][C:21]=2[O:33][CH3:34])=[CH:7][N:6]([C:13]2[CH:18]=[CH:17][CH:16]=[CH:15][N:14]=2)[N:5]=1)[CH3:2]. The catalyst class is: 7. Reactant: [CH2:1]([O:3][C:4]1[C:8]([CH2:9][CH2:10][CH2:11][OH:12])=[CH:7][N:6]([C:13]2[CH:18]=[CH:17][CH:16]=[CH:15][N:14]=2)[N:5]=1)[CH3:2].O[C:20]1[CH:25]=[CH:24][C:23]([CH2:26][CH2:27][C:28]([O:30]CC)=[O:29])=[CH:22][C:21]=1[O:33][CH3:34].C(P(CCCC)CCCC)CCC.N(C(N1CCCCC1)=O)=NC(N1CCCCC1)=O. (6) Reactant: [CH:1]1([CH:4]([OH:26])[C:5]([N:7]2[CH2:11][C:10]([C:12]3[CH:17]=[C:16]([F:18])[CH:15]=[CH:14][C:13]=3[F:19])=[CH:9][C@H:8]2[C:20]2[CH:25]=[CH:24][CH:23]=[CH:22][CH:21]=2)=[O:6])[CH2:3][CH2:2]1.[H-].[Na+].Br[CH2:30][C:31]([O:33][CH2:34][CH3:35])=[O:32]. Product: [CH:1]1([C@H:4]([O:26][CH2:30][C:31]([O:33][CH2:34][CH3:35])=[O:32])[C:5]([N:7]2[CH2:11][C:10]([C:12]3[CH:17]=[C:16]([F:18])[CH:15]=[CH:14][C:13]=3[F:19])=[CH:9][C@H:8]2[C:20]2[CH:21]=[CH:22][CH:23]=[CH:24][CH:25]=2)=[O:6])[CH2:3][CH2:2]1. The catalyst class is: 3. (7) Reactant: [F:1][CH:2]1[CH:7]([CH2:8][O:9]S(C)(=O)=O)[CH2:6][CH2:5][N:4]([C:14]([O:16][C:17]([CH3:20])([CH3:19])[CH3:18])=[O:15])[CH2:3]1.N[CH:22]1[N:27](O)[CH:26]=[CH:25][CH:24]=[N:23]1.C([O-])([O-])=O.[Cs+].[Cs+].C(Cl)Cl.C[N:39](C=O)C. The catalyst class is: 5. Product: [NH2:39][C:24]1[C:25]([O:9][CH2:8][C@@H:7]2[CH2:6][CH2:5][N:4]([C:14]([O:16][C:17]([CH3:20])([CH3:19])[CH3:18])=[O:15])[CH2:3][C@H:2]2[F:1])=[CH:26][N:27]=[CH:22][N:23]=1. (8) Product: [NH2:14][C:12]1[CH:11]=[CH:10][C:9](=[O:17])[N:8]([CH2:1][C:2]2[CH:7]=[CH:6][CH:5]=[CH:4][CH:3]=2)[CH:13]=1. Reactant: [CH2:1]([N:8]1[CH:13]=[C:12]([N+:14]([O-])=O)[CH:11]=[CH:10][C:9]1=[O:17])[C:2]1[CH:7]=[CH:6][CH:5]=[CH:4][CH:3]=1.[Sn].C(=O)([O-])[O-].[Na+].[Na+]. The catalyst class is: 126.